Dataset: Full USPTO retrosynthesis dataset with 1.9M reactions from patents (1976-2016). Task: Predict the reactants needed to synthesize the given product. Given the product [N:17]1([C:18]2[CH:23]=[CH:22][C:21]([CH2:24][C:25]([OH:27])=[O:26])=[C:20]([C:28]([F:29])([F:30])[F:31])[CH:19]=2)[CH:6]=[N:8][N:9]=[N:10]1, predict the reactants needed to synthesize it. The reactants are: CC1C=[C:6]([N:8]2C=N[N:10]=[N:9]2)C=CC=1CC(O)=O.[NH2:17][C:18]1[CH:23]=[CH:22][C:21]([CH2:24][C:25]([OH:27])=[O:26])=[C:20]([C:28]([F:31])([F:30])[F:29])[CH:19]=1.